This data is from Catalyst prediction with 721,799 reactions and 888 catalyst types from USPTO. The task is: Predict which catalyst facilitates the given reaction. Reactant: Br.Br[CH2:3][C:4]([C:6]1[CH:11]=[CH:10][N:9]=[CH:8][CH:7]=1)=O.[CH3:12][NH:13][C:14]([NH2:16])=[S:15]. Product: [CH3:12][NH:13][C:14]1[S:15][CH:3]=[C:4]([C:6]2[CH:11]=[CH:10][N:9]=[CH:8][CH:7]=2)[N:16]=1. The catalyst class is: 8.